This data is from Forward reaction prediction with 1.9M reactions from USPTO patents (1976-2016). The task is: Predict the product of the given reaction. Given the reactants [Br:1][C:2]1[C:24]([CH3:25])=[CH:23][C:5]2[N:6]([CH:10]3[CH2:15][CH2:14][N:13](C(OC(C)(C)C)=O)[CH2:12][CH2:11]3)[C:7](=[O:9])[NH:8][C:4]=2[CH:3]=1.FC(F)(F)C(O)=O, predict the reaction product. The product is: [Br:1][C:2]1[C:24]([CH3:25])=[CH:23][C:5]2[N:6]([CH:10]3[CH2:11][CH2:12][NH:13][CH2:14][CH2:15]3)[C:7](=[O:9])[NH:8][C:4]=2[CH:3]=1.